Dataset: Full USPTO retrosynthesis dataset with 1.9M reactions from patents (1976-2016). Task: Predict the reactants needed to synthesize the given product. (1) Given the product [Br:1][C:2]1[CH:3]=[CH:4][C:5]([O:12][CH3:13])=[C:6]([S:8]([NH:26][C:23]2([CH3:25])[CH2:24][N:21]([C:14]([O:16][C:17]([CH3:20])([CH3:19])[CH3:18])=[O:15])[CH2:22]2)(=[O:10])=[O:9])[CH:7]=1, predict the reactants needed to synthesize it. The reactants are: [Br:1][C:2]1[CH:3]=[CH:4][C:5]([O:12][CH3:13])=[C:6]([S:8](Cl)(=[O:10])=[O:9])[CH:7]=1.[C:14]([N:21]1[CH2:24][C:23]([NH2:26])([CH3:25])[CH2:22]1)([O:16][C:17]([CH3:20])([CH3:19])[CH3:18])=[O:15].CCN(CC)CC. (2) Given the product [CH3:1][O:2][C:3](=[O:12])[C:4]1[CH:9]=[CH:8][C:7]([O:10][CH2:28][CH2:27][O:26][Si:19]([C:22]([CH3:25])([CH3:24])[CH3:23])([CH3:21])[CH3:20])=[C:6]([Cl:11])[CH:5]=1, predict the reactants needed to synthesize it. The reactants are: [CH3:1][O:2][C:3](=[O:12])[C:4]1[CH:9]=[CH:8][C:7]([OH:10])=[C:6]([Cl:11])[CH:5]=1.C(=O)([O-])[O-].[K+].[K+].[Si:19]([O:26][CH2:27][CH2:28]Br)([C:22]([CH3:25])([CH3:24])[CH3:23])([CH3:21])[CH3:20].